This data is from Catalyst prediction with 721,799 reactions and 888 catalyst types from USPTO. The task is: Predict which catalyst facilitates the given reaction. (1) Reactant: F[C:2]1[CH:3]=[C:4]([CH:7]=[C:8]([F:10])[CH:9]=1)[C:5]#[N:6].[OH:11][C:12]1[CH:13]=[N:14][CH:15]=[N:16][CH:17]=1.C([O-])([O-])=O.[K+].[K+]. Product: [F:10][C:8]1[CH:7]=[C:4]([CH:3]=[C:2]([O:11][C:12]2[CH:13]=[N:14][CH:15]=[N:16][CH:17]=2)[CH:9]=1)[C:5]#[N:6]. The catalyst class is: 3. (2) Reactant: [F:1][C:2]1[C:7]([S:8]([CH3:11])(=[O:10])=[O:9])=[CH:6][CH:5]=[CH:4][C:3]=1[N:12]1[CH2:17][CH2:16][NH:15][CH2:14][CH2:13]1.C(=O)([O-])[O-].[K+].[K+].I[CH2:25][CH3:26].Cl. Product: [CH2:25]([N:15]1[CH2:16][CH2:17][N:12]([C:3]2[CH:4]=[CH:5][CH:6]=[C:7]([S:8]([CH3:11])(=[O:9])=[O:10])[C:2]=2[F:1])[CH2:13][CH2:14]1)[CH3:26]. The catalyst class is: 10. (3) Product: [Cl:1][C:2]1[C:3]([OH:26])=[C:4]([CH2:12][N:13]2[CH2:18][CH2:17][N:16]([C:19]([O:21][C:22]([CH3:23])([CH3:25])[CH3:24])=[O:20])[CH2:15][CH2:14]2)[C:5]2[O:9]/[C:8](=[CH:37]\[C:31]3[C:30]4[C:34](=[CH:35][CH:36]=[C:28]([F:27])[CH:29]=4)[NH:33][N:32]=3)/[C:7](=[O:10])[C:6]=2[CH:11]=1. The catalyst class is: 5. Reactant: [Cl:1][C:2]1[C:3]([OH:26])=[C:4]([CH2:12][N:13]2[CH2:18][CH2:17][N:16]([C:19]([O:21][C:22]([CH3:25])([CH3:24])[CH3:23])=[O:20])[CH2:15][CH2:14]2)[C:5]2[O:9][CH2:8][C:7](=[O:10])[C:6]=2[CH:11]=1.[F:27][C:28]1[CH:29]=[C:30]2[C:34](=[CH:35][CH:36]=1)[NH:33][N:32]=[C:31]2[CH:37]=O.N1CCCCC1. (4) The catalyst class is: 117. Product: [NH2:44][C:40]1[N:41]=[CH:42][N:43]=[C:38]([C:11]2[N:10]([S:22]([C:25]3[CH:30]=[CH:29][CH:28]=[CH:27][CH:26]=3)(=[O:24])=[O:23])[C:9]([C:31]([O:33][CH2:34][CH3:35])=[O:32])=[C:8]([C:6]3[CH:7]=[C:2]([Cl:1])[CH:3]=[CH:4][C:5]=3[CH3:36])[CH:12]=2)[CH:39]=1. Reactant: [Cl:1][C:2]1[CH:3]=[CH:4][C:5]([CH3:36])=[C:6]([C:8]2[CH:12]=[C:11](B3OC(C)(C)C(C)(C)O3)[N:10]([S:22]([C:25]3[CH:30]=[CH:29][CH:28]=[CH:27][CH:26]=3)(=[O:24])=[O:23])[C:9]=2[C:31]([O:33][CH2:34][CH3:35])=[O:32])[CH:7]=1.I[C:38]1[N:43]=[CH:42][N:41]=[C:40]([NH2:44])[CH:39]=1.C([O-])([O-])=O.[Na+].[Na+]. (5) Reactant: N1C(Cl)=NC(Cl)=NC=1[Cl:3].CN(C)C=O.[Cl:15][C:16]1[C:17]([CH3:33])=[C:18]([CH:27]2[O:31][C:30](=[O:32])[NH:29][CH2:28]2)[C:19]([O:25][CH3:26])=[C:20]([CH:22](O)[CH3:23])[CH:21]=1.S(Cl)(Cl)=O. Product: [Cl:15][C:16]1[C:17]([CH3:33])=[C:18]([CH:27]2[O:31][C:30](=[O:32])[NH:29][CH2:28]2)[C:19]([O:25][CH3:26])=[C:20]([CH:22]([Cl:3])[CH3:23])[CH:21]=1. The catalyst class is: 2. (6) Reactant: C(Cl)[Cl:2].C(OC([N:11]1[CH2:16][CH2:15][N:14]([S:17]([C:20]2[CH:29]=[CH:28][C:27]3[C:22](=[CH:23][CH:24]=[C:25]([Cl:30])[CH:26]=3)[CH:21]=2)(=[O:19])=[O:18])[C:13]([CH3:32])([CH3:31])[CH2:12]1)=O)(C)(C)C.Cl. Product: [ClH:2].[Cl:30][C:25]1[CH:26]=[C:27]2[C:22](=[CH:23][CH:24]=1)[CH:21]=[C:20]([S:17]([N:14]1[CH2:15][CH2:16][NH:11][CH2:12][C:13]1([CH3:32])[CH3:31])(=[O:18])=[O:19])[CH:29]=[CH:28]2. The catalyst class is: 8. (7) Reactant: [CH3:1][C:2]1[CH:3]=[C:4]([O:9][CH3:10])[CH:5]=[C:6]([CH3:8])[CH:7]=1.[Cl:11][S:12](O)(=[O:14])=[O:13]. Product: [CH3:10][O:9][C:4]1[CH:5]=[C:6]([CH3:8])[C:7]([S:12]([Cl:11])(=[O:14])=[O:13])=[C:2]([CH3:1])[CH:3]=1. The catalyst class is: 2. (8) Reactant: [Cl:1][C:2]1[CH:7]=[C:6]([Cl:8])[CH:5]=[CH:4][C:3]=1[C:9]1([OH:38])[C:17]2[C:12](=[CH:13][C:14]([N:22]3[N:26]=[N:25][CH:24]=[N:23]3)=[CH:15][C:16]=2[C:18]([F:21])([F:20])[F:19])[N:11]([CH2:27][C@H:28]2[CH2:31][C@H:30]([N:32]([CH2:35][CH3:36])[CH2:33][CH3:34])[CH2:29]2)[C:10]1=[O:37].O.Cl. Product: [ClH:1].[Cl:1][C:2]1[CH:7]=[C:6]([Cl:8])[CH:5]=[CH:4][C:3]=1[C:9]1([OH:38])[C:17]2[C:12](=[CH:13][C:14]([N:22]3[N:26]=[N:25][CH:24]=[N:23]3)=[CH:15][C:16]=2[C:18]([F:21])([F:19])[F:20])[N:11]([CH2:27][C@H:28]2[CH2:29][C@H:30]([N:32]([CH2:33][CH3:34])[CH2:35][CH3:36])[CH2:31]2)[C:10]1=[O:37]. The catalyst class is: 10.